Task: Predict the reaction yield, written as a fraction of the theoretical maximum amount of product (1.0 means a 100% yield; for example, 0.34 means a 34% yield).. Dataset: Reaction yield outcomes from USPTO patents with 853,638 reactions (1) The reactants are [CH2:1]([C:4]1[CH:5]=[C:6]([CH:10]=[C:11]([O:17][CH3:18])[C:12]=1[O:13][CH2:14][CH:15]=[CH2:16])[C:7]([OH:9])=[O:8])C=C. The catalyst is C(Cl)Cl.CCOC(C)=O.C1CCC(P(C2CCCCC2)C2CCCCC2)CC1.C1CCC(P(C2CCCCC2)C2CCCCC2)CC1.C1C=CC(C=[Ru](Cl)Cl)=CC=1. The product is [CH3:18][O:17][C:11]1[C:12]2[O:13][CH2:14][CH:15]=[CH:16][CH2:1][C:4]=2[CH:5]=[C:6]([C:7]([OH:9])=[O:8])[CH:10]=1. The yield is 1.00. (2) The reactants are [F:1][C:2]1[CH:7]=[C:6]([N+:8]([O-])=O)[C:5]([F:11])=[CH:4][C:3]=1[N:12]1[CH2:17][CH2:16][N:15]([CH:18](O)[CH3:19])[CH2:14][CH2:13]1.C[OH:22]. The catalyst is [Pd]. The product is [NH2:8][C:6]1[C:5]([F:11])=[CH:4][C:3]([N:12]2[CH2:17][CH2:16][N:15]([CH2:18][CH2:19][OH:22])[CH2:14][CH2:13]2)=[C:2]([F:1])[CH:7]=1. The yield is 0.990. (3) The reactants are P(Cl)(Cl)(Cl)=O.CN(C)[CH:8]=[O:9].[CH:11]1[C:23]2[N:22]([C:24]3[CH:29]=[CH:28][C:27]([C:30]4[CH:35]=[CH:34][C:33]([N:36]5[C:48]6[CH:47]=[CH:46][CH:45]=[CH:44][C:43]=6[C:42]6[C:37]5=[CH:38][CH:39]=[CH:40][CH:41]=6)=[CH:32][CH:31]=4)=[CH:26][CH:25]=3)[C:21]3[C:16](=[CH:17][CH:18]=[CH:19][CH:20]=3)[C:15]=2[CH:14]=[CH:13][CH:12]=1.[CH2:49]([OH:51])C.ClCCl. The catalyst is O. The product is [CH:49]([C:13]1[CH:12]=[CH:11][C:23]2[N:22]([C:24]3[CH:29]=[CH:28][C:27]([C:30]4[CH:31]=[CH:32][C:33]([N:36]5[C:48]6[CH:47]=[CH:46][C:45]([CH:8]=[O:9])=[CH:44][C:43]=6[C:42]6[C:37]5=[CH:38][CH:39]=[CH:40][CH:41]=6)=[CH:34][CH:35]=4)=[CH:26][CH:25]=3)[C:21]3[C:16]([C:15]=2[CH:14]=1)=[CH:17][CH:18]=[CH:19][CH:20]=3)=[O:51]. The yield is 0.870. (4) The reactants are C(O)(=O)[C@@H]([C@H](C(O)=O)O)O.[CH2:11]([O:13][C:14](=[O:30])[CH2:15][O:16][C:17]1[CH:22]=[C:21]([CH:23]2[CH2:28][CH2:27][CH2:26][NH:25][CH2:24]2)[CH:20]=[CH:19][C:18]=1[CH3:29])[CH3:12].CN(C)CCCN=C=NCC.[CH3:42][C:43]1[N:44]=[C:45]([C:51]2[CH:56]=[CH:55][C:54]([C:57]([F:60])([F:59])[F:58])=[CH:53][CH:52]=2)[S:46][C:47]=1[C:48](O)=[O:49]. The catalyst is C(OCC)(=O)C.C(OCC)C. The product is [CH2:11]([O:13][C:14](=[O:30])[CH2:15][O:16][C:17]1[CH:22]=[C:21]([CH:23]2[CH2:28][CH2:27][CH2:26][N:25]([C:48]([C:47]3[S:46][C:45]([C:51]4[CH:52]=[CH:53][C:54]([C:57]([F:60])([F:58])[F:59])=[CH:55][CH:56]=4)=[N:44][C:43]=3[CH3:42])=[O:49])[CH2:24]2)[CH:20]=[CH:19][C:18]=1[CH3:29])[CH3:12]. The yield is 0.760. (5) The reactants are [Cl:1][C:2]1[CH:3]=[C:4]([CH2:8][C:9]([OH:11])=O)[CH:5]=[CH:6][CH:7]=1.[CH3:12][C:13]1(C)[O:18]C(=O)[CH2:16][C:15](=O)[O:14]1. No catalyst specified. The product is [Cl:1][C:2]1[CH:3]=[C:4]([CH2:8][C:9](=[O:11])[CH2:12][C:13]([O:14][CH2:15][CH3:16])=[O:18])[CH:5]=[CH:6][CH:7]=1. The yield is 0.430. (6) The product is [CH2:28]([O:27][C:25]([N:5]1[CH2:6][CH2:7][CH2:8][C:3]([C:9](=[O:10])[NH2:11])([CH3:2])[CH2:4]1)=[O:26])[C:29]1[CH:34]=[CH:33][CH:32]=[CH:31][CH:30]=1. The catalyst is O. The yield is 0.530. The reactants are Cl.[CH3:2][C:3]1([C:9]([NH2:11])=[O:10])[CH2:8][CH2:7][CH2:6][NH:5][CH2:4]1.O1CCOCC1.C(=O)([O-])[O-].[Na+].[Na+].Cl[C:25]([O:27][CH2:28][C:29]1[CH:34]=[CH:33][CH:32]=[CH:31][CH:30]=1)=[O:26]. (7) The reactants are [NH2:1][C:2]1[CH:3]=[C:4]([CH:8]=[C:9]([Br:12])[C:10]=1[NH2:11])[C:5]([O-:7])=[O:6].[CH2:13](N(CC)CC)C.Cl[C:21](Cl)([O:23]C(=O)OC(Cl)(Cl)Cl)Cl. The catalyst is ClCCl. The product is [Br:12][C:9]1[C:10]2[NH:11][C:21](=[O:23])[NH:1][C:2]=2[CH:3]=[C:4]([C:5]([O:7][CH3:13])=[O:6])[CH:8]=1. The yield is 0.450.